This data is from Forward reaction prediction with 1.9M reactions from USPTO patents (1976-2016). The task is: Predict the product of the given reaction. Given the reactants Br[C:2]1[CH:11]=[CH:10][C:5]([C:6]([O:8][CH3:9])=[O:7])=[CH:4][CH:3]=1.[CH2:12]([O:19][C:20]1[CH:25]=[CH:24][C:23]([Sn](CCCC)(CCCC)CCCC)=[CH:22][N:21]=1)[C:13]1[CH:18]=[CH:17][CH:16]=[CH:15][CH:14]=1, predict the reaction product. The product is: [CH3:9][O:8][C:6](=[O:7])[C:5]1[CH:10]=[CH:11][C:2]([C:23]2[CH:22]=[N:21][C:20]([O:19][CH2:12][C:13]3[CH:18]=[CH:17][CH:16]=[CH:15][CH:14]=3)=[CH:25][CH:24]=2)=[CH:3][CH:4]=1.